Predict which catalyst facilitates the given reaction. From a dataset of Catalyst prediction with 721,799 reactions and 888 catalyst types from USPTO. (1) Reactant: [CH:1]1[C:13]2[CH:12]([CH2:14][O:15][C:16]([NH:18][C@@H:19]([CH2:23][C:24]3[NH:28][N:27]=[N:26][N:25]=3)[C:20]([OH:22])=[O:21])=[O:17])[C:11]3[C:6](=[CH:7][CH:8]=[CH:9][CH:10]=3)[C:5]=2[CH:4]=[CH:3][CH:2]=1.C(N(CC)C(C)C)(C)C.[C:38](Cl)([C:51]1[CH:56]=[CH:55][CH:54]=[CH:53][CH:52]=1)([C:45]1[CH:50]=[CH:49][CH:48]=[CH:47][CH:46]=1)[C:39]1[CH:44]=[CH:43][CH:42]=[CH:41][CH:40]=1. Product: [CH:1]1[C:13]2[CH:12]([CH2:14][O:15][C:16]([NH:18][C@@H:19]([CH2:23][C:24]3[N:28]([C:38]([C:39]4[CH:44]=[CH:43][CH:42]=[CH:41][CH:40]=4)([C:51]4[CH:52]=[CH:53][CH:54]=[CH:55][CH:56]=4)[C:45]4[CH:46]=[CH:47][CH:48]=[CH:49][CH:50]=4)[N:27]=[N:26][N:25]=3)[C:20]([OH:22])=[O:21])=[O:17])[C:11]3[C:6](=[CH:7][CH:8]=[CH:9][CH:10]=3)[C:5]=2[CH:4]=[CH:3][CH:2]=1.[CH:1]1[C:13]2[CH:12]([CH2:14][O:15][C:16]([NH:18][C@@H:19]([CH2:23][C:24]3[N:25]=[N:26][N:27]([C:38]([C:39]4[CH:44]=[CH:43][CH:42]=[CH:41][CH:40]=4)([C:51]4[CH:52]=[CH:53][CH:54]=[CH:55][CH:56]=4)[C:45]4[CH:46]=[CH:47][CH:48]=[CH:49][CH:50]=4)[N:28]=3)[C:20]([OH:22])=[O:21])=[O:17])[C:11]3[C:6](=[CH:7][CH:8]=[CH:9][CH:10]=3)[C:5]=2[CH:4]=[CH:3][CH:2]=1. The catalyst class is: 7. (2) Reactant: [CH3:1][C:2]1[S:6][C:5]([C:7]([OH:9])=[O:8])=[CH:4][C:3]=1[N+:10]([O-:12])=[O:11].S(=O)(=O)(O)O.O.[CH3:19]O. Product: [CH3:1][C:2]1[S:6][C:5]([C:7]([O:9][CH3:19])=[O:8])=[CH:4][C:3]=1[N+:10]([O-:12])=[O:11]. The catalyst class is: 25. (3) Reactant: [CH3:1][C:2]1[C:22]2[C:17](=[CH:18][CH:19]=[CH:20][CH:21]=2)[C:4]2([CH2:9][CH2:8][N:7](C(OC(C)(C)C)=O)[CH2:6][CH2:5]2)[CH:3]=1.C(=O)([O-])O.[Na+]. Product: [CH3:1][C:2]1[C:22]2[C:17](=[CH:18][CH:19]=[CH:20][CH:21]=2)[C:4]2([CH2:5][CH2:6][NH:7][CH2:8][CH2:9]2)[CH:3]=1. The catalyst class is: 393. (4) Reactant: C[CH:2]1[CH:7]([CH2:8][OH:9])[CH2:6][CH:5]=[CH:4][CH2:3]1.[CH3:10]S(C)=O.[H-].[Na+].[CH2:16](Br)[CH2:17][CH2:18][CH2:19][CH2:20][CH3:21]. Product: [CH3:10][CH:4]1[CH:3]=[CH:2][CH:7]([CH2:8][O:9][CH2:16][CH2:17][CH2:18][CH2:19][CH2:20][CH3:21])[CH2:6][CH2:5]1. The catalyst class is: 6.